From a dataset of Peptide-MHC class II binding affinity with 134,281 pairs from IEDB. Regression. Given a peptide amino acid sequence and an MHC pseudo amino acid sequence, predict their binding affinity value. This is MHC class II binding data. The peptide sequence is LAAMDGGGFYADDTA. The MHC is HLA-DQA10201-DQB10303 with pseudo-sequence HLA-DQA10201-DQB10303. The binding affinity (normalized) is 0.327.